This data is from Full USPTO retrosynthesis dataset with 1.9M reactions from patents (1976-2016). The task is: Predict the reactants needed to synthesize the given product. (1) Given the product [CH2:21]([O:20][C:18](=[O:19])[NH:1][C:2]1[CH:9]=[CH:8][C:5]([CH2:6][OH:7])=[CH:4][C:3]=1[F:10])[C:22]1[CH:27]=[CH:26][CH:25]=[CH:24][CH:23]=1, predict the reactants needed to synthesize it. The reactants are: [NH2:1][C:2]1[CH:9]=[CH:8][C:5]([CH2:6][OH:7])=[CH:4][C:3]=1[F:10].N1C=CC=CC=1.Cl[C:18]([O:20][CH2:21][C:22]1[CH:27]=[CH:26][CH:25]=[CH:24][CH:23]=1)=[O:19]. (2) Given the product [Cl:13][C:14]1[C:19]([O:11][C:8]2[CH:9]=[CH:10][C:5]([C:4]([O:3][CH2:1][CH3:2])=[O:12])=[CH:6][CH:7]=2)=[N:18][CH:17]=[CH:16][N:15]=1, predict the reactants needed to synthesize it. The reactants are: [CH2:1]([O:3][C:4](=[O:12])[C:5]1[CH:10]=[CH:9][C:8]([OH:11])=[CH:7][CH:6]=1)[CH3:2].[Cl:13][C:14]1[C:19](Cl)=[N:18][CH:17]=[CH:16][N:15]=1.C(=O)([O-])[O-].[Cs+].[Cs+]. (3) Given the product [CH3:16][O:15][C:9]1[CH:8]=[C:7]([CH2:6][CH2:5][CH2:4][OH:3])[CH:12]=[C:11]([O:13][CH3:14])[CH:10]=1, predict the reactants needed to synthesize it. The reactants are: C([O:3][C:4](=O)[CH:5]=[CH:6][C:7]1[CH:12]=[C:11]([O:13][CH3:14])[CH:10]=[C:9]([O:15][CH3:16])[CH:8]=1)C.COC1C=C(CCC(OCC)=O)C=C(OC)C=1.[H-].[Al+3].[Li+].[H-].[H-].[H-].O. (4) Given the product [Cl:19][C:17]1[CH:16]=[CH:15][C:14]2[N:8]([CH2:7][C:6]([CH3:50])([CH3:49])[CH2:5][OH:4])[C:9](=[O:48])[C@@H:10]([CH2:30][C:31]([NH:33][C:34]3[CH:35]=[C:36]([C:44]([OH:46])=[O:45])[C:37]4[CH2:38][CH2:39][CH2:40][CH2:41][C:42]=4[CH:43]=3)=[O:32])[O:11][C@H:12]([C:20]3[CH:25]=[CH:24][CH:23]=[C:22]([O:26][CH3:27])[C:21]=3[O:28][CH3:29])[C:13]=2[CH:18]=1, predict the reactants needed to synthesize it. The reactants are: C([O:4][CH2:5][C:6]([CH3:50])([CH3:49])[CH2:7][N:8]1[C:14]2[CH:15]=[CH:16][C:17]([Cl:19])=[CH:18][C:13]=2[C@@H:12]([C:20]2[CH:25]=[CH:24][CH:23]=[C:22]([O:26][CH3:27])[C:21]=2[O:28][CH3:29])[O:11][C@H:10]([CH2:30][C:31]([NH:33][C:34]2[CH:35]=[C:36]([C:44]([O:46]C)=[O:45])[C:37]3[CH2:38][CH2:39][CH2:40][CH2:41][C:42]=3[CH:43]=2)=[O:32])[C:9]1=[O:48])(=O)C.[OH-].[Na+].C(O)C. (5) Given the product [F:1][C:2]1[CH:3]=[CH:4][C:5]([C:8]2[N:9]=[C:10]([C@H:13]3[CH2:25][C:24]4[C:23]5[C:18](=[CH:19][CH:20]=[CH:21][CH:22]=5)[NH:17][C:16]=4[C:15]([C:31]4[N:35]=[C:34]([CH3:36])[O:33][N:32]=4)([C:26]4[O:28][C:29]([OH:45])=[N:38][N:37]=4)[NH:14]3)[NH:11][CH:12]=2)=[N:6][CH:7]=1, predict the reactants needed to synthesize it. The reactants are: [F:1][C:2]1[CH:3]=[CH:4][C:5]([C:8]2[N:9]=[C:10]([C@H:13]3[CH2:25][C:24]4[C:23]5[C:18](=[CH:19][CH:20]=[CH:21][CH:22]=5)[NH:17][C:16]=4[C:15]([C:31]4[N:35]=[C:34]([CH3:36])[O:33][N:32]=4)([C:26]([O:28][CH2:29]C)=O)[NH:14]3)[NH:11][CH:12]=2)=[N:6][CH:7]=1.[NH2:37][NH2:38].C1N=CN(C(N2C=NC=C2)=[O:45])C=1. (6) Given the product [Br:1][C:2]1[CH:7]=[C:6]2[NH:8][CH2:9][C:10]3([CH2:15][CH2:14][S:13][CH2:12][CH2:11]3)[C:5]2=[CH:4][CH:3]=1.[Br:16][C:17]1[CH:22]=[CH:21][CH:20]=[C:19]2[NH:23][CH2:24][C:25]3([CH2:30][CH2:29][S:28][CH2:27][CH2:26]3)[C:18]=12, predict the reactants needed to synthesize it. The reactants are: [Br:1][C:2]1[CH:7]=[C:6]2[N:8]=[CH:9][C:10]3([CH2:15][CH2:14][S:13][CH2:12][CH2:11]3)[C:5]2=[CH:4][CH:3]=1.[Br:16][C:17]1[CH:22]=[CH:21][CH:20]=[C:19]2[N:23]=[CH:24][C:25]3([CH2:30][CH2:29][S:28][CH2:27][CH2:26]3)[C:18]=12.COCCO[AlH2-]OCCOC.[Na+].